This data is from Full USPTO retrosynthesis dataset with 1.9M reactions from patents (1976-2016). The task is: Predict the reactants needed to synthesize the given product. (1) Given the product [CH3:1][N:2]([CH3:21])[C:3]([C@H:5]1[C@H:9]([CH3:10])[CH2:8][NH:7][CH2:6]1)=[O:4], predict the reactants needed to synthesize it. The reactants are: [CH3:1][N:2]([CH3:21])[C:3]([C@H:5]1[C@H:9]([CH3:10])[CH2:8][N:7](C(OCC2C=CC=CC=2)=O)[CH2:6]1)=[O:4].C(Cl)CCl.CNC. (2) The reactants are: [F:1][C:2]([F:11])([F:10])[C:3]#[C:4][C:5]([O:7][CH2:8][CH3:9])=[O:6].C(=O)([O-])[O-].[K+].[K+].CC1C=C(C)C=C(C)C=1S([O-])(=O)=O.[NH2:31][N+:32]1[CH:37]=[CH:36][CH:35]=[C:34]([CH2:38][OH:39])[CH:33]=1. Given the product [CH2:8]([O:7][C:5]([C:4]1[C:3]([C:2]([F:10])([F:11])[F:1])=[N:31][N:32]2[CH:37]=[CH:36][CH:35]=[C:34]([CH2:38][OH:39])[C:33]=12)=[O:6])[CH3:9], predict the reactants needed to synthesize it. (3) Given the product [F:1][C:2]1[CH:7]=[C:6]([O:8][S:37]([C:40]([F:43])([F:42])[F:41])(=[O:39])=[O:38])[C:5]([O:9][CH3:10])=[CH:4][C:3]=1[C:11]1[CH:12]=[N:13][N:14]([C:16]([O:18][C:19]([CH3:22])([CH3:21])[CH3:20])=[O:17])[CH:15]=1, predict the reactants needed to synthesize it. The reactants are: [F:1][C:2]1[CH:7]=[C:6]([OH:8])[C:5]([O:9][CH3:10])=[CH:4][C:3]=1[C:11]1[CH:12]=[N:13][N:14]([C:16]([O:18][C:19]([CH3:22])([CH3:21])[CH3:20])=[O:17])[CH:15]=1.C(N(CC)CC)C.C1C=CC(N([S:37]([C:40]([F:43])([F:42])[F:41])(=[O:39])=[O:38])[S:37]([C:40]([F:43])([F:42])[F:41])(=[O:39])=[O:38])=CC=1.